This data is from Reaction yield outcomes from USPTO patents with 853,638 reactions. The task is: Predict the reaction yield, written as a fraction of the theoretical maximum amount of product (1.0 means a 100% yield; for example, 0.34 means a 34% yield). The reactants are C([C@@H]1N(CC2C=C(C3C=CC=CC=3)ON=2)C[C@H](CC(C)C)NC1=O)C(C)C.[CH3:28][C:29]([CH3:43])([CH3:42])[CH2:30][C@@H:31]1[NH:36][C:35](=[O:37])[C@H:34]([CH2:38][CH:39]([CH3:41])[CH3:40])[NH:33][CH2:32]1.[F:44][C:45]1[CH:50]=[CH:49][C:48]([C:51]2[O:55][N:54]=[C:53]([CH:56]=O)[CH:52]=2)=[CH:47][CH:46]=1. No catalyst specified. The product is [CH3:28][C:29]([CH3:42])([CH3:43])[CH2:30][C@@H:31]1[NH:36][C:35](=[O:37])[C@H:34]([CH2:38][CH:39]([CH3:40])[CH3:41])[N:33]([CH2:56][C:53]2[CH:52]=[C:51]([C:48]3[CH:49]=[CH:50][C:45]([F:44])=[CH:46][CH:47]=3)[O:55][N:54]=2)[CH2:32]1. The yield is 0.403.